This data is from Forward reaction prediction with 1.9M reactions from USPTO patents (1976-2016). The task is: Predict the product of the given reaction. (1) Given the reactants [NH2:1][CH2:2][CH2:3][CH2:4][CH2:5][C:6]([OH:8])=[O:7].S(Cl)([Cl:11])=O.[CH3:13]O, predict the reaction product. The product is: [ClH:11].[NH2:1][CH2:2][CH2:3][CH2:4][CH2:5][C:6]([O:8][CH3:13])=[O:7]. (2) The product is: [F:19][C:20]1[CH:25]=[CH:24][C:23]([C:26]([F:29])([F:28])[F:27])=[CH:22][C:21]=1[NH:30][C:31]([NH:18][C:3]1[CH:4]=[CH:5][C:6]([C:8]2[CH:13]=[N:12][CH:11]=[C:10]3[N:14]([CH3:17])[N:15]=[CH:16][C:9]=23)=[CH:7][C:2]=1[CH3:1])=[O:32]. Given the reactants [CH3:1][C:2]1[CH:7]=[C:6]([C:8]2[CH:13]=[N:12][CH:11]=[C:10]3[N:14]([CH3:17])[N:15]=[CH:16][C:9]=23)[CH:5]=[CH:4][C:3]=1[NH2:18].[F:19][C:20]1[CH:25]=[CH:24][C:23]([C:26]([F:29])([F:28])[F:27])=[CH:22][C:21]=1[N:30]=[C:31]=[O:32], predict the reaction product. (3) Given the reactants [Cl:1][C:2]1[N:3]=[CH:4][N:5](COCC[Si](C)(C)C)[C:6]=1[C:7]([NH:9][CH2:10][C:11]1[CH:16]=[CH:15][C:14]([Cl:17])=[C:13]([O:18][C:19]2[CH:24]=[C:23]([CH2:25][CH:26]3[CH2:28][CH2:27]3)[CH:22]=[C:21]([C:29]#[N:30])[CH:20]=2)[C:12]=1[F:31])=[O:8].C(O)(C(F)(F)F)=O, predict the reaction product. The product is: [Cl:1][C:2]1[N:3]=[CH:4][NH:5][C:6]=1[C:7]([NH:9][CH2:10][C:11]1[CH:16]=[CH:15][C:14]([Cl:17])=[C:13]([O:18][C:19]2[CH:24]=[C:23]([CH2:25][CH:26]3[CH2:27][CH2:28]3)[CH:22]=[C:21]([C:29]#[N:30])[CH:20]=2)[C:12]=1[F:31])=[O:8]. (4) Given the reactants [CH2:1]([NH:3][C:4](=[S:9])[C:5]([F:8])([F:7])[F:6])[CH3:2].[CH3:10][CH2:11][O:12][C:13](C(CBr)=O)=[O:14], predict the reaction product. The product is: [F:6][C:5]([F:8])([F:7])[C:4]1[S:9][CH:2]=[C:1]([C:13]([O:12][CH2:11][CH3:10])=[O:14])[N:3]=1. (5) The product is: [Cl:20][C:15]1[CH:14]=[C:13]([C:11]2[CH:10]=[C:9]([CH3:21])[N:8]=[C:7]([N:5]3[CH:6]=[C:2]([C:26]4[CH:27]=[CH:28][C:23]([NH2:22])=[N:24][CH:25]=4)[N:3]=[CH:4]3)[N:12]=2)[CH:18]=[CH:17][C:16]=1[Cl:19]. Given the reactants Br[C:2]1[N:3]=[CH:4][N:5]([C:7]2[N:12]=[C:11]([C:13]3[CH:18]=[CH:17][C:16]([Cl:19])=[C:15]([Cl:20])[CH:14]=3)[CH:10]=[C:9]([CH3:21])[N:8]=2)[CH:6]=1.[NH2:22][C:23]1[CH:28]=[CH:27][C:26](B2OC(C)(C)C(C)(C)O2)=[CH:25][N:24]=1, predict the reaction product. (6) Given the reactants [BH4-].[Na+].[Br:3][C:4]1[CH:5]=[C:6]([Cl:14])[C:7]([C:10](OC)=[O:11])=[N:8][CH:9]=1, predict the reaction product. The product is: [Br:3][C:4]1[CH:5]=[C:6]([Cl:14])[C:7]([CH2:10][OH:11])=[N:8][CH:9]=1. (7) Given the reactants F[C:2]1[N:7]2[CH:8]=[C:9]([CH2:11][N:12]([CH3:23])[CH:13]3[C:22]4[N:21]=[CH:20][CH:19]=[CH:18][C:17]=4[CH2:16][CH2:15][CH2:14]3)[N:10]=[C:6]2[CH:5]=[CH:4][CH:3]=1.[CH:24]([N:27]1[CH2:32][CH2:31][NH:30][CH2:29][CH2:28]1)([CH3:26])[CH3:25], predict the reaction product. The product is: [CH3:23][N:12]([CH2:11][C:9]1[N:10]=[C:6]2[CH:5]=[CH:4][CH:3]=[C:2]([N:30]3[CH2:31][CH2:32][N:27]([CH:24]([CH3:26])[CH3:25])[CH2:28][CH2:29]3)[N:7]2[CH:8]=1)[CH:13]1[C:22]2[N:21]=[CH:20][CH:19]=[CH:18][C:17]=2[CH2:16][CH2:15][CH2:14]1. (8) Given the reactants C(N[CH:5]([CH3:7])C)(C)C.[C:8]([O:12][C:13]([NH:15][CH2:16][C@H:17]1[CH2:22][CH2:21][C@H:20]([C:23]([NH:25][C@H:26](C(O)=O)[CH2:27][C:28]2C=C[CH:31]=[C:30]([C:34]3[CH:35]=[N:36][C:37]([O:40][CH2:41][CH2:42][CH2:43][N:44]([CH3:46])[CH3:45])=[CH:38][CH:39]=3)[CH:29]=2)=[O:24])[CH2:19][CH2:18]1)=[O:14])([CH3:11])(C)[CH3:9].[NH2:50][C:51]1[CH:56]=[CH:55][C:54]([C:57]2[NH:61][N:60]=[C:59]([C:62]([F:70])([F:69])[C:63]([F:68])([F:67])[C:64]([OH:66])=[O:65])[N:58]=2)=[CH:53][CH:52]=1.FC(F)(F)[C:73](O)=[O:74].[CH3:78]N(C(ON1N=NC2C=CC=NC1=2)=[N+](C)C)C.F[P-](F)(F)(F)(F)F, predict the reaction product. The product is: [C:8]([O:12][C:13]([NH:15][CH2:16][C@H:17]1[CH2:22][CH2:21][C@H:20]([C:23]([NH:25][C@H:26]([C:73]([NH:50][C:51]2[CH:52]=[CH:53][C:54]([C:57]3[NH:61][N:60]=[C:59]([C:62]([F:70])([F:69])[C:63]([F:68])([F:67])[C:64]([OH:66])=[O:65])[N:58]=3)=[CH:55][CH:56]=2)=[O:74])[CH2:27][C:28]2[CH:7]=[CH:5][CH:31]=[C:30]([C:34]3[CH:35]=[N:36][C:37]([O:40][CH2:41][CH2:42][CH2:43][N:44]([CH3:46])[CH3:45])=[CH:38][CH:39]=3)[CH:29]=2)=[O:24])[CH2:19][CH2:18]1)=[O:14])([CH3:9])([CH3:11])[CH3:78].